This data is from Catalyst prediction with 721,799 reactions and 888 catalyst types from USPTO. The task is: Predict which catalyst facilitates the given reaction. (1) Reactant: C(=O)([O-])[O-].[Na+].[Na+].[F:7][C:8]1[C:9](B(O)O)=[CH:10][C:11]([O:14][CH3:15])=[N:12][CH:13]=1.[Cl:19][C:20]1[N:25]=[C:24](Cl)[CH:23]=[CH:22][N:21]=1.O1CCOCC1.O. Product: [Cl:19][C:20]1[N:25]=[C:24]([C:9]2[C:8]([F:7])=[CH:13][N:12]=[C:11]([O:14][CH3:15])[CH:10]=2)[CH:23]=[CH:22][N:21]=1. The catalyst class is: 587. (2) Reactant: Cl[C:2]1[C:7]([CH:8]=O)=[CH:6][N:5]=[C:4]([S:10][CH3:11])[N:3]=1.CCN(C(C)C)C(C)C.[NH2:21][NH2:22]. Product: [CH3:11][S:10][C:4]1[N:3]=[C:2]2[NH:21][N:22]=[CH:8][C:7]2=[CH:6][N:5]=1. The catalyst class is: 14. (3) Reactant: [NH2:1][C:2]1[C:7](Br)=[N:6][C:5]([Br:9])=[CH:4][N:3]=1.[Cl:10][C:11]1[CH:16]=[CH:15][CH:14]=[CH:13][C:12]=1[C:17]#[CH:18]. Product: [Br:9][C:5]1[N:6]=[C:7]([C:18]#[C:17][C:12]2[CH:13]=[CH:14][CH:15]=[CH:16][C:11]=2[Cl:10])[C:2]([NH2:1])=[N:3][CH:4]=1. The catalyst class is: 538. (4) Reactant: [OH:1][CH2:2][CH2:3][N:4]1[CH2:9][CH:8]2[CH:6]([CH:7]2[NH:10][C:11](=[O:17])[O:12][C:13]([CH3:16])([CH3:15])[CH3:14])[CH2:5]1.C(N(CC)CC)C.[CH3:25][S:26](Cl)(=[O:28])=[O:27].FC1C=C2C(C=CC(=O)N2CCN2CCC(NCC3C=CC4OCC(=O)NC=4N=3)CC2)=CC=1.S([O-])(=O)(=O)C. Product: [CH3:25][S:26]([O:1][CH2:2][CH2:3][N:4]1[CH2:5][CH:6]2[CH:8]([CH:7]2[NH:10][C:11]([O:12][C:13]([CH3:14])([CH3:16])[CH3:15])=[O:17])[CH2:9]1)(=[O:28])=[O:27]. The catalyst class is: 22. (5) Reactant: [CH2:1]([NH:3][C:4](=[O:22])[C@@H:5]([NH:9][C:10](=[O:21])[C:11]1[CH:16]=[CH:15][C:14]([N+:17]([O-:19])=[O:18])=[CH:13][C:12]=1[OH:20])[C@H:6](O)[CH3:7])[CH3:2].O=S(Cl)Cl.C(=O)([O-])[O-].[Na+].[Na+]. Product: [CH2:1]([NH:3][C:4]([C@@H:5]1[C@H:6]([CH3:7])[O:21][C:10]([C:11]2[CH:16]=[CH:15][C:14]([N+:17]([O-:19])=[O:18])=[CH:13][C:12]=2[OH:20])=[N:9]1)=[O:22])[CH3:2]. The catalyst class is: 2. (6) Reactant: [O:1]([CH2:8][C@@H:9]([OH:42])[CH2:10][N:11]([CH2:19][CH2:20][CH:21]([C:32]1[CH:37]=[CH:36][C:35]([C:38]([O:40]C)=[O:39])=[CH:34][CH:33]=1)[C:22]1[CH:27]=[CH:26][C:25]([C:28]([O:30]C)=[O:29])=[CH:24][CH:23]=1)[CH2:12][C:13]1[CH:18]=[CH:17][CH:16]=[CH:15][CH:14]=1)[C:2]1[CH:7]=[CH:6][CH:5]=[CH:4][CH:3]=1.CO.[OH-].[Na+].Cl. Product: [O:1]([CH2:8][C@@H:9]([OH:42])[CH2:10][N:11]([CH2:19][CH2:20][CH:21]([C:22]1[CH:23]=[CH:24][C:25]([C:28]([OH:30])=[O:29])=[CH:26][CH:27]=1)[C:32]1[CH:33]=[CH:34][C:35]([C:38]([OH:40])=[O:39])=[CH:36][CH:37]=1)[CH2:12][C:13]1[CH:18]=[CH:17][CH:16]=[CH:15][CH:14]=1)[C:2]1[CH:7]=[CH:6][CH:5]=[CH:4][CH:3]=1. The catalyst class is: 12.